From a dataset of Full USPTO retrosynthesis dataset with 1.9M reactions from patents (1976-2016). Predict the reactants needed to synthesize the given product. (1) The reactants are: C(O[BH-](OC(=O)C)OC(=O)C)(=O)C.[Na+].C(O)(=O)C.[Cl:19][C:20]1[CH:39]=[C:38]([Cl:40])[CH:37]=[CH:36][C:21]=1[CH2:22][N:23]1[C:27]2[CH:28]=[C:29]([CH:33]=O)[CH:30]=[C:31]([CH3:32])[C:26]=2[N:25]=[C:24]1[CH3:35].[NH2:41][C:42]1[CH:50]=[CH:49][CH:48]=[CH:47][C:43]=1[C:44]([OH:46])=[O:45]. Given the product [Cl:19][C:20]1[CH:39]=[C:38]([Cl:40])[CH:37]=[CH:36][C:21]=1[CH2:22][N:23]1[C:27]2[CH:28]=[C:29]([CH2:33][NH:41][C:42]3[CH:50]=[CH:49][CH:48]=[CH:47][C:43]=3[C:44]([OH:46])=[O:45])[CH:30]=[C:31]([CH3:32])[C:26]=2[N:25]=[C:24]1[CH3:35], predict the reactants needed to synthesize it. (2) Given the product [CH3:1][C:2]1([CH3:18])[C@H:7]2[CH2:8][C@@H:3]1[CH2:4][CH2:5][C@@H:6]2[C:9]1([CH3:17])[N:13]([CH3:14])[C:12](=[O:15])[N:11]([CH2:20][C:21](=[O:22])[C:23]2[NH:24][CH:25]=[CH:26][CH:27]=2)[C:10]1=[O:16], predict the reactants needed to synthesize it. The reactants are: [CH3:1][C:2]1([CH3:18])[CH:7]2[CH2:8][CH:3]1[CH2:4][CH2:5][CH:6]2[C:9]1([CH3:17])[N:13]([CH3:14])[C:12](=[O:15])[NH:11][C:10]1=[O:16].Br[CH2:20][C:21]([C:23]1[NH:24][CH:25]=[CH:26][CH:27]=1)=[O:22].